Dataset: Forward reaction prediction with 1.9M reactions from USPTO patents (1976-2016). Task: Predict the product of the given reaction. (1) The product is: [Br:1][C:2]1[C:3]([Cl:20])=[N:4][C:5]([CH:9]2[CH2:11][CH2:10]2)=[N:6][C:7]=1[CH3:8]. Given the reactants [Br:1][C:2]1[C:3](O)=[N:4][C:5]([CH:9]2[CH2:11][CH2:10]2)=[N:6][C:7]=1[CH3:8].CN(C=O)C.O=P(Cl)(Cl)[Cl:20].C([O-])([O-])=O.[Na+].[Na+], predict the reaction product. (2) The product is: [C:42]([NH:46][C:27](=[O:29])[C:25]1[CH:24]=[CH:23][CH:22]=[C:21]([CH2:20][N:17]2[CH2:18][CH2:19][N:14]([C:12](=[O:13])[C:11]3[CH:30]=[CH:31][C:8]([NH:7][C:6]([NH:5][CH:1]4[CH2:4][CH2:3][CH2:2]4)=[O:33])=[C:9]([F:32])[CH:10]=3)[CH2:15][CH2:16]2)[N:26]=1)([CH3:45])([CH3:44])[CH3:43]. Given the reactants [CH:1]1([NH:5][C:6](=[O:33])[NH:7][C:8]2[CH:31]=[CH:30][C:11]([C:12]([N:14]3[CH2:19][CH2:18][N:17]([CH2:20][C:21]4[N:26]=[C:25]([C:27]([O-:29])=O)[CH:24]=[CH:23][CH:22]=4)[CH2:16][CH2:15]3)=[O:13])=[CH:10][C:9]=2[F:32])[CH2:4][CH2:3][CH2:2]1.[Na+].C(N(CC)CC)C.[C:42]([NH2:46])([CH3:45])([CH3:44])[CH3:43].CCCP1(OP(CCC)(=O)OP(CCC)(=O)O1)=O, predict the reaction product.